The task is: Predict the reaction yield, written as a fraction of the theoretical maximum amount of product (1.0 means a 100% yield; for example, 0.34 means a 34% yield).. This data is from Reaction yield outcomes from USPTO patents with 853,638 reactions. (1) The reactants are [Cl:1][C:2]1[CH:3]=[C:4]2[C:8](=[CH:9][CH:10]=1)[NH:7][CH:6]=[C:5]2[CH2:11]N(C)C.[C-:15]#[N:16].[K+]. The catalyst is CN(C)C=O.O. The product is [Cl:1][C:2]1[CH:3]=[C:4]2[C:8](=[CH:9][CH:10]=1)[NH:7][CH:6]=[C:5]2[CH2:11][C:15]#[N:16]. The yield is 0.630. (2) The reactants are [CH3:1][O:2][C:3]1[CH:4]=[C:5]([CH:23]=[C:24]([O:28][CH3:29])[C:25]=1[O:26][CH3:27])[C:6]([C:8]1[C:12]2[CH:13]=[CH:14][C:15]([O:21][CH3:22])=[C:16]([O:17]C(C)C)[C:11]=2[O:10][CH:9]=1)=[O:7].[Cl-].[Al+3].[Cl-].[Cl-]. The catalyst is ClCCl. The product is [CH3:1][O:2][C:3]1[CH:4]=[C:5]([CH:23]=[C:24]([O:28][CH3:29])[C:25]=1[O:26][CH3:27])[C:6]([C:8]1[C:12]2[CH:13]=[CH:14][C:15]([O:21][CH3:22])=[C:16]([OH:17])[C:11]=2[O:10][CH:9]=1)=[O:7]. The yield is 0.860.